Dataset: Full USPTO retrosynthesis dataset with 1.9M reactions from patents (1976-2016). Task: Predict the reactants needed to synthesize the given product. (1) Given the product [CH3:17][N:6]1[C:7]2[C:15](=[CH:14][CH:13]=[C:12]3[C:8]=2[CH:9]=[N:10][NH:11]3)[CH:16]=[C:5]1[C:3]([OH:4])=[O:2], predict the reactants needed to synthesize it. The reactants are: C[O:2][C:3]([C:5]1[N:6]([CH3:17])[C:7]2[C:15]([CH:16]=1)=[CH:14][CH:13]=[C:12]1[C:8]=2[CH:9]=[N:10][NH:11]1)=[O:4]. (2) Given the product [CH3:14][N:15]([CH3:31])[CH:16]1[CH2:20][CH2:19][N:18]([C:21]2[S:22][C:23]3[CH:29]=[C:28]([NH:30][C:9](=[O:11])[CH:8]=[CH:7][C:6]4[CH:5]=[CH:4][C:3]([O:2][CH3:1])=[CH:13][CH:12]=4)[CH:27]=[CH:26][C:24]=3[N:25]=2)[CH2:17]1, predict the reactants needed to synthesize it. The reactants are: [CH3:1][O:2][C:3]1[CH:13]=[CH:12][C:6](/[CH:7]=[CH:8]/[C:9]([OH:11])=O)=[CH:5][CH:4]=1.[CH3:14][N:15]([CH3:31])[CH:16]1[CH2:20][CH2:19][N:18]([C:21]2[S:22][C:23]3[CH:29]=[C:28]([NH2:30])[CH:27]=[CH:26][C:24]=3[N:25]=2)[CH2:17]1.